From a dataset of Forward reaction prediction with 1.9M reactions from USPTO patents (1976-2016). Predict the product of the given reaction. (1) Given the reactants [Cl:1][C:2]1[CH:7]=[C:6](I)[CH:5]=[CH:4][C:3]=1[CH3:9].C1(P(C2C=CC=CC=2)C2C=CC=CC=2)C=CC=CC=1.[CH2:29]([OH:32])[C:30]#[CH:31].C(N(C(C)C)CC)(C)C, predict the reaction product. The product is: [Cl:1][C:2]1[CH:7]=[C:6]([C:31]#[C:30][CH2:29][OH:32])[CH:5]=[CH:4][C:3]=1[CH3:9]. (2) Given the reactants Cl[C:2]1[CH:11]=[C:10]([C:12]#[N:13])[C:5]([C:6]([O:8][CH3:9])=[O:7])=[C:4]([NH:14][C:15]2[CH:16]=[C:17]([CH3:21])[CH:18]=[CH:19][CH:20]=2)[N:3]=1.CCN(C(C)C)C(C)C.[NH2:31][CH2:32][C@@H:33]([NH:38][C:39](=[O:45])[O:40][C:41]([CH3:44])([CH3:43])[CH3:42])[CH2:34][O:35][CH2:36][CH3:37], predict the reaction product. The product is: [C:41]([O:40][C:39]([NH:38][C@@H:33]([CH2:34][O:35][CH2:36][CH3:37])[CH2:32][NH:31][C:2]1[CH:11]=[C:10]([C:12]#[N:13])[C:5]([C:6]([O:8][CH3:9])=[O:7])=[C:4]([NH:14][C:15]2[CH:16]=[C:17]([CH3:21])[CH:18]=[CH:19][CH:20]=2)[N:3]=1)=[O:45])([CH3:44])([CH3:43])[CH3:42]. (3) Given the reactants Br[CH2:2][C:3]1[CH:12]=[CH:11][C:10]([O:13][C:14]2[CH:19]=[CH:18][C:17]([N+:20]([O-:22])=[O:21])=[CH:16][C:15]=2[Cl:23])=[CH:9][C:4]=1[C:5](OC)=[O:6].[NH3:24].O1CCCC1, predict the reaction product. The product is: [Cl:23][C:15]1[CH:16]=[C:17]([N+:20]([O-:22])=[O:21])[CH:18]=[CH:19][C:14]=1[O:13][C:10]1[CH:9]=[C:4]2[C:3]([CH2:2][NH:24][C:5]2=[O:6])=[CH:12][CH:11]=1. (4) Given the reactants [CH2:1]([C@H:8]1[CH2:12][O:11][C:10](=[O:13])[NH:9]1)[C:2]1[CH:7]=[CH:6][CH:5]=[CH:4][CH:3]=1.[Li]CCCC.[CH3:19][CH2:20][CH2:21][CH2:22][CH2:23][CH3:24].C1C[O:28]CC1, predict the reaction product. The product is: [C:19]([N:9]1[C@@H:8]([CH2:1][C:2]2[CH:3]=[CH:4][CH:5]=[CH:6][CH:7]=2)[CH2:12][O:11][C:10]1=[O:13])(=[O:28])[CH2:20][CH2:21][CH2:22][CH2:23][CH3:24]. (5) Given the reactants [Cl:1][C:2]1[CH:15]=[CH:14][C:5]([CH2:6][N:7]2[CH2:12][CH2:11][CH:10]([NH2:13])[CH2:9][CH2:8]2)=[CH:4][C:3]=1[O:16][CH2:17][CH3:18].[NH2:19][C:20]1[CH:21]=[N:22][CH:23]=[C:24]([CH:28]=1)[C:25](O)=[O:26], predict the reaction product. The product is: [NH2:19][C:20]1[CH:21]=[N:22][CH:23]=[C:24]([CH:28]=1)[C:25]([NH:13][CH:10]1[CH2:11][CH2:12][N:7]([CH2:6][C:5]2[CH:14]=[CH:15][C:2]([Cl:1])=[C:3]([O:16][CH2:17][CH3:18])[CH:4]=2)[CH2:8][CH2:9]1)=[O:26]. (6) Given the reactants [NH2:1][C:2]1[CH:9]=[C:8](Cl)[C:5]([C:6]#[N:7])=[CH:4][N:3]=1.[CH3:11][CH2:12][OH:13].CN1C(=O)CCC1.[H-].[Na+], predict the reaction product. The product is: [NH2:1][C:2]1[CH:9]=[C:8]([O:13][CH2:12][CH3:11])[C:5]([C:6]#[N:7])=[CH:4][N:3]=1.